Dataset: Forward reaction prediction with 1.9M reactions from USPTO patents (1976-2016). Task: Predict the product of the given reaction. (1) Given the reactants [CH3:1][CH:2]([CH3:25])[CH:3]([NH:8][C:9]([C:11]1[S:12][CH:13]=[C:14]([C:16]2[CH:21]=[CH:20][C:19]([N+:22]([O-])=O)=[CH:18][CH:17]=2)[N:15]=1)=[O:10])[C:4]([O:6][CH3:7])=[O:5].[Cl:26][C:27]1[CH:32]=[CH:31][CH:30]=[CH:29][C:28]=1[N:33]=[C:34]=[O:35], predict the reaction product. The product is: [Cl:26][C:27]1[CH:32]=[CH:31][CH:30]=[CH:29][C:28]=1[NH:33][C:34](=[O:35])[NH:22][C:19]1[CH:20]=[CH:21][C:16]([C:14]2[N:15]=[C:11]([C:9]([NH:8][CH:3]([CH:2]([CH3:25])[CH3:1])[C:4]([O:6][CH3:7])=[O:5])=[O:10])[S:12][CH:13]=2)=[CH:17][CH:18]=1. (2) Given the reactants CC1C=CC(S([O-])(=O)=O)=CC=1.C1C=C[NH+]=CC=1.[Cl:18][C:19]1[CH:20]=[CH:21][C:22]([O:30][CH2:31][CH:32]([F:34])[CH3:33])=[C:23]([CH:25]2OCC[O:26]2)[CH:24]=1, predict the reaction product. The product is: [Cl:18][C:19]1[CH:20]=[CH:21][C:22]([O:30][CH2:31][CH:32]([F:34])[CH3:33])=[C:23]([CH:24]=1)[CH:25]=[O:26]. (3) Given the reactants [CH2:1]([NH:4][C:5]1[N:10]=[C:9]([NH:11][CH2:12][CH2:13][CH3:14])[N:8]=[C:7]([N:15]([CH3:18])[O:16][CH3:17])[N:6]=1)[CH2:2][CH3:3].Cl.[CH2:20](ONC)[CH:21](C)[CH3:22], predict the reaction product. The product is: [CH2:1]([NH:4][C:5]1[N:10]=[C:9]([NH:11][CH2:12][CH2:13][CH3:14])[N:8]=[C:7]([N:15]([CH3:18])[O:16][CH2:17][CH:21]([CH3:22])[CH3:20])[N:6]=1)[CH2:2][CH3:3]. (4) The product is: [CH3:32][O:31][C:21]1[CH:22]=[C:23]([C:26]2[S:27][CH:28]=[CH:29][N:30]=2)[CH:24]=[CH:25][C:20]=1[B:10]1[O:11][C:12]([CH3:17])([CH3:18])[C:13]([CH3:15])([CH3:16])[O:14]1. Given the reactants [B:10]1([B:10]2[O:14][C:13]([CH3:16])([CH3:15])[C:12]([CH3:18])([CH3:17])[O:11]2)[O:14][C:13]([CH3:16])([CH3:15])[C:12]([CH3:18])([CH3:17])[O:11]1.Br[C:20]1[CH:25]=[CH:24][C:23]([C:26]2[S:27][CH:28]=[CH:29][N:30]=2)=[CH:22][C:21]=1[O:31][CH3:32].C([O-])(=O)C.[K+], predict the reaction product.